This data is from Peptide-MHC class I binding affinity with 185,985 pairs from IEDB/IMGT. The task is: Regression. Given a peptide amino acid sequence and an MHC pseudo amino acid sequence, predict their binding affinity value. This is MHC class I binding data. (1) The MHC is HLA-A02:01 with pseudo-sequence HLA-A02:01. The peptide sequence is GQYGVVYEGV. The binding affinity (normalized) is 0.506. (2) The peptide sequence is RVLHEDRFF. The MHC is HLA-B15:17 with pseudo-sequence HLA-B15:17. The binding affinity (normalized) is 0.692. (3) The peptide sequence is WFITQRNFF. The MHC is HLA-A01:01 with pseudo-sequence HLA-A01:01. The binding affinity (normalized) is 0.354. (4) The peptide sequence is LFSTSAADIK. The MHC is HLA-A11:01 with pseudo-sequence HLA-A11:01. The binding affinity (normalized) is 0.217. (5) The peptide sequence is SSQVLQQSTY. The MHC is HLA-A26:01 with pseudo-sequence HLA-A26:01. The binding affinity (normalized) is 0.220. (6) The peptide sequence is LEARVNLSV. The MHC is HLA-A02:19 with pseudo-sequence HLA-A02:19. The binding affinity (normalized) is 0.0847. (7) The peptide sequence is CAGGYYDVY. The MHC is HLA-A68:02 with pseudo-sequence HLA-A68:02. The binding affinity (normalized) is 0. (8) The peptide sequence is MKYVWPPIM. The MHC is HLA-A02:03 with pseudo-sequence HLA-A02:03. The binding affinity (normalized) is 0.0847. (9) The peptide sequence is EGAQPGLLSY. The MHC is HLA-A30:01 with pseudo-sequence HLA-A30:01. The binding affinity (normalized) is 0.